From a dataset of Catalyst prediction with 721,799 reactions and 888 catalyst types from USPTO. Predict which catalyst facilitates the given reaction. (1) Product: [CH3:1][N:2]1[CH:7]2[CH2:8][CH2:9][CH:3]1[C:4]([C:10]#[N:22])=[CH:5][CH2:6]2. Reactant: [CH3:1][N:2]1[CH:7]2[CH2:8][CH2:9][CH:3]1[C:4]([C:10](OC)=O)=[CH:5][CH2:6]2.C1(C#[N:22])C=CC=CC=C1.CN.[OH-].[Na+]. The catalyst class is: 5. (2) Reactant: [CH3:1][O:2][C:3]1[CH:4]=[C:5]([CH:9]=[CH:10][C:11]=1[O:12][CH3:13])[CH2:6][CH2:7]O.C1(P(C2C=CC=CC=2)C2C=CC=CC=2)C=CC=CC=1.N1C=CN=C1.[I:38]I.S([O-])([O-])(=O)=S.[Na+].[Na+]. Product: [I:38][CH2:7][CH2:6][C:5]1[CH:9]=[CH:10][C:11]([O:12][CH3:13])=[C:3]([O:2][CH3:1])[CH:4]=1. The catalyst class is: 11. (3) Reactant: [CH3:1][C:2]1[C:3]([N:9]2[C@@H:16]3[C@@H:11]([CH2:12][CH2:13][NH:14][CH2:15]3)[CH2:10]2)=[N:4][C:5]([CH3:8])=[CH:6][N:7]=1.CC1C=C(C)N=C(N2[C@@H]3[C@@H](CCNC3)C2)N=1.[N:33]1[N:34]([C:38]2[CH:46]=[CH:45][CH:44]=[CH:43][C:39]=2[C:40](O)=[O:41])[N:35]=[CH:36][CH:37]=1.S1C=CC=C1C1C=CC=CC=1C(O)=O. Product: [CH3:1][C:2]1[C:3]([N:9]2[C@@H:16]3[C@@H:11]([CH2:12][CH2:13][N:14]([C:40]([C:39]4[CH:43]=[CH:44][CH:45]=[CH:46][C:38]=4[N:34]4[N:35]=[CH:36][CH:37]=[N:33]4)=[O:41])[CH2:15]3)[CH2:10]2)=[N:4][C:5]([CH3:8])=[CH:6][N:7]=1. The catalyst class is: 2. (4) Reactant: [Cl:1][C:2]1[CH:7]=[C:6]([CH:8]=O)[CH:5]=[CH:4][C:3]=1[NH:10][C:11]([C:13]1[CH:17]=[C:16]([C:18]2[CH:23]=[CH:22][C:21]([O:24][CH:25]([CH3:27])[CH3:26])=[C:20]([Cl:28])[CH:19]=2)[O:15][N:14]=1)=[O:12].[NH2:29][CH:30]([CH3:35])[CH2:31][C:32]([OH:34])=[O:33].CC(O)=O.C([BH3-])#N.[Na+]. Product: [Cl:1][C:2]1[CH:7]=[C:6]([CH:5]=[CH:4][C:3]=1[NH:10][C:11]([C:13]1[CH:17]=[C:16]([C:18]2[CH:23]=[CH:22][C:21]([O:24][CH:25]([CH3:26])[CH3:27])=[C:20]([Cl:28])[CH:19]=2)[O:15][N:14]=1)=[O:12])[CH2:8][NH:29][CH:30]([CH3:35])[CH2:31][C:32]([OH:34])=[O:33]. The catalyst class is: 61. (5) Reactant: [CH3:1][C:2]1[CH:3]=[CH:4][C:5]([O:12][C@H:13]([CH2:15][CH:16]=[CH2:17])[CH3:14])=[C:6]([CH:11]=1)[C:7](OC)=[O:8].[H-].[Al+3].[Li+].[H-].[H-].[H-]. Product: [CH3:1][C:2]1[CH:3]=[CH:4][C:5]([O:12][C@H:13]([CH2:15][CH:16]=[CH2:17])[CH3:14])=[C:6]([CH2:7][OH:8])[CH:11]=1. The catalyst class is: 1. (6) Reactant: C([O-])([O-])=O.[Na+].[Na+].[Br:7][C:8]1[N:9]=[C:10]([C:28]2([CH3:31])[CH2:30][CH2:29]2)[N:11]([CH2:20][O:21][CH2:22][CH2:23][Si:24]([CH3:27])([CH3:26])[CH3:25])[C:12]=1[C:13]1[CH:18]=[CH:17][N:16]=[C:15](Cl)[N:14]=1.CCN(C(C)C)C(C)C.[NH2:41][CH2:42][CH2:43][C:44]#[N:45]. Product: [Br:7][C:8]1[N:9]=[C:10]([C:28]2([CH3:31])[CH2:30][CH2:29]2)[N:11]([CH2:20][O:21][CH2:22][CH2:23][Si:24]([CH3:27])([CH3:26])[CH3:25])[C:12]=1[C:13]1[CH:18]=[CH:17][N:16]=[C:15]([NH:45][CH2:44][CH2:43][C:42]#[N:41])[N:14]=1. The catalyst class is: 296.